This data is from Full USPTO retrosynthesis dataset with 1.9M reactions from patents (1976-2016). The task is: Predict the reactants needed to synthesize the given product. (1) The reactants are: [Br:1][C:2]1[Se:3][C:4]([Br:13])=[C:5]2[C:9]=1[CH:8]=[C:7]([C:10]([OH:12])=[O:11])[S:6]2.[CH2:14]([CH:16]([CH2:19][CH2:20][CH2:21][CH3:22])CO)[CH3:15].[CH2:23]1CCC(N=C=NC2CCCCC2)CC1. Given the product [Br:1][C:2]1[Se:3][C:4]([Br:13])=[C:5]2[C:9]=1[CH:8]=[C:7]([C:10]([O:12][CH:16]([CH2:14][CH3:15])[CH2:19][CH2:20][CH2:21][CH2:22][CH3:23])=[O:11])[S:6]2, predict the reactants needed to synthesize it. (2) Given the product [CH3:24][C:25]1[C:31]([C:2]2[CH:7]=[CH:6][N:5]=[C:4]3[CH:8]=[C:9]([C:11]4[CH:16]=[CH:15][C:14]([C:17]([N:19]5[CH2:23][CH2:22][CH2:21][CH2:20]5)=[O:18])=[CH:13][CH:12]=4)[O:10][C:3]=23)=[CH:30][CH:29]=[CH:28][C:26]=1[NH2:27], predict the reactants needed to synthesize it. The reactants are: Cl[C:2]1[CH:7]=[CH:6][N:5]=[C:4]2[CH:8]=[C:9]([C:11]3[CH:16]=[CH:15][C:14]([C:17]([N:19]4[CH2:23][CH2:22][CH2:21][CH2:20]4)=[O:18])=[CH:13][CH:12]=3)[O:10][C:3]=12.[CH3:24][C:25]1[C:31](B2OC(C)(C)C(C)(C)O2)=[CH:30][CH:29]=[CH:28][C:26]=1[NH2:27]. (3) Given the product [CH3:1][C:2]1[CH:7]=[C:6]([CH3:8])[CH:5]=[C:4]([CH3:9])[C:3]=1[NH:10][C:11]([NH:13][C:14]1[C:15]([C:24]([NH:26][C:27]2([C:32]([OH:34])=[O:33])[CH2:31][CH2:30][CH2:29][CH2:28]2)=[O:25])=[CH:16][C:17]2[C:22]([CH:23]=1)=[CH:21][CH:20]=[CH:19][CH:18]=2)=[O:12], predict the reactants needed to synthesize it. The reactants are: [CH3:1][C:2]1[CH:7]=[C:6]([CH3:8])[CH:5]=[C:4]([CH3:9])[C:3]=1[NH:10][C:11]([NH:13][C:14]1[C:15]([C:24]([NH:26][C:27]2([C:32]([O:34]C)=[O:33])[CH2:31][CH2:30][CH2:29][CH2:28]2)=[O:25])=[CH:16][C:17]2[C:22]([CH:23]=1)=[CH:21][CH:20]=[CH:19][CH:18]=2)=[O:12].Cl. (4) The reactants are: [NH2:1][C:2]1[CH:3]=[C:4]([CH2:8][CH2:9][C:10]2[N:15]=[C:14]([NH:16][C:17](=[O:23])[O:18][C:19]([CH3:22])([CH3:21])[CH3:20])[CH:13]=[CH:12][CH:11]=2)[CH:5]=[CH:6][CH:7]=1.[Cl:24][C:25]1[N:30]=[C:29](Cl)[C:28]([F:32])=[CH:27][N:26]=1.C(=O)([O-])[O-].[K+].[K+]. Given the product [Cl:24][C:25]1[N:30]=[C:29]([NH:1][C:2]2[CH:3]=[C:4]([CH2:8][CH2:9][C:10]3[N:15]=[C:14]([NH:16][C:17](=[O:23])[O:18][C:19]([CH3:20])([CH3:22])[CH3:21])[CH:13]=[CH:12][CH:11]=3)[CH:5]=[CH:6][CH:7]=2)[C:28]([F:32])=[CH:27][N:26]=1, predict the reactants needed to synthesize it. (5) Given the product [CH2:13]([C:12]1[CH:11]=[CH:4][CH:5]=[CH:6][C:7]=1[C@H:2]([OH:15])[CH2:3][CH2:8][CH3:9])[CH3:14], predict the reactants needed to synthesize it. The reactants are: Br[C:2]1[CH:7]=[CH:6][CH:5]=[CH:4][C:3]=1[CH2:8][CH3:9].[Li][CH2:11][CH2:12][CH2:13][CH3:14].[O:15]1[C@H](CC)C1. (6) Given the product [C:1]([N:5]1[C:9]([C:10]2[CH:11]=[CH:12][CH:13]=[CH:14][CH:15]=2)=[CH:8][C:7]([CH2:16][NH2:17])=[N:6]1)([CH3:4])([CH3:3])[CH3:2], predict the reactants needed to synthesize it. The reactants are: [C:1]([N:5]1[C:9]([C:10]2[CH:15]=[CH:14][CH:13]=[CH:12][CH:11]=2)=[CH:8][C:7]([CH:16]=[N:17]O)=[N:6]1)([CH3:4])([CH3:3])[CH3:2].[H-].[Al+3].[Li+].[H-].[H-].[H-].CCCCCC.CCOC(C)=O. (7) The reactants are: [CH3:1][C@:2]12[C@H:12]([CH2:13]/[CH:14]=[C:15]3\[C@H:16]([OH:21])[CH2:17][O:18][C:19]\3=[O:20])[C:10](=[CH2:11])[CH2:9][CH2:8][C@@H:7]1[C@@:6]([CH2:23][OH:24])([CH3:22])[C@H:5]([OH:25])[CH2:4][CH2:3]2.C1(C)C=CC(S(O)(=O)=O)=CC=1.[N+:37]([C:40]1[CH:41]=[C:42]([CH:45]=[CH:46][CH:47]=1)[CH:43]=O)([O-:39])=[O:38]. Given the product [CH3:1][C:2]12[CH:12]([CH2:13]/[CH:14]=[C:15]3/[C:19](=[O:20])[O:18][CH2:17][CH:16]/3[OH:21])[C:10](=[CH2:11])[CH2:9][CH2:8][CH:7]1[C:6]1([CH3:22])[CH:5]([O:25][CH:43]([C:42]3[CH:45]=[CH:46][CH:47]=[C:40]([N+:37]([O-:39])=[O:38])[CH:41]=3)[O:24][CH2:23]1)[CH2:4][CH2:3]2, predict the reactants needed to synthesize it. (8) Given the product [Cl:11][C:4]1[C:3]([F:12])=[C:2]([OH:19])[CH:7]=[CH:6][C:5]=1[O:8][CH2:9][CH3:10], predict the reactants needed to synthesize it. The reactants are: Br[C:2]1[CH:7]=[CH:6][C:5]([O:8][CH2:9][CH3:10])=[C:4]([Cl:11])[C:3]=1[F:12].[Li]C(CC)C.B(OC(C)C)(OC(C)C)[O:19]C(C)C.OO.N([O-])=O.[Na+]. (9) Given the product [CH2:1]([O:8][C:9]1[CH:10]=[C:11]([S:15][C:16]2[CH:21]=[CH:20][C:19]([CH2:22][CH2:23][CH2:24][C:25]([NH:38][C:41]([O:61][CH3:60])=[O:62])([CH3:29])[C:30]([O:32][CH2:33][CH3:34])=[O:31])=[C:18]([Cl:35])[CH:17]=2)[CH:12]=[CH:13][CH:14]=1)[C:2]1[CH:3]=[CH:4][CH:5]=[CH:6][CH:7]=1, predict the reactants needed to synthesize it. The reactants are: [CH2:1]([O:8][C:9]1[CH:10]=[C:11]([S:15][C:16]2[CH:21]=[CH:20][C:19]([CH2:22][CH2:23][CH2:24][C:25]([C:30]([O:32][CH2:33][CH3:34])=[O:31])([CH3:29])C(O)=O)=[C:18]([Cl:35])[CH:17]=2)[CH:12]=[CH:13][CH:14]=1)[C:2]1[CH:7]=[CH:6][CH:5]=[CH:4][CH:3]=1.C([N:38]([CH2:41]C)CC)C.C1C=CC(P(N=[N+]=[N-])(C2C=CC=CC=2)=O)=CC=1.[CH3:60][OH:61].[OH2:62].